From a dataset of Experimentally validated miRNA-target interactions with 360,000+ pairs, plus equal number of negative samples. Binary Classification. Given a miRNA mature sequence and a target amino acid sequence, predict their likelihood of interaction. (1) Result: 0 (no interaction). The miRNA is hsa-miR-499b-5p with sequence ACAGACUUGCUGUGAUGUUCA. The protein sequence of the target gene is MERGKKKRISNKLQQTFHHSKEPTFLINQAGLLSSDSYSSLSPETESVNPGENIKTDTQKKRPGTVILSKLSSRRIISESQLSPPVIPARRPGFRVCYICGREFGSQSIAIHEPQCLQKWHIENSKLPKHLRRPEPSKPQSLSSSGSYSLQATNEAAFQSAQAQLLPCESCGRTFLPDHLLVHHRSCKPKGEGPRAPHSNSSDHLTGLKKACSGTPARPRTVICYICGKEFGTLSLPIHEPKCLEKWKMENDRLPVELHQPLPQKPQPLPNAQSSQAGPNQAQLVFCPHCSRIFTSDRLL.... (2) The miRNA is hsa-miR-7-5p with sequence UGGAAGACUAGUGAUUUUGUUGUU. The protein sequence of the target gene is MLRFIQKFSQASSKILKYSFPVGLRTSRTDILSLKMSLQQNFSPCPRPWLSSSFPAYMSKTQCYHTSPCSFKKQQKQALLARPSSTITYLTDSPKPALCVTLAGLIPFVAPPLVMLMTKTYIPILAFTQMAYGASFLSFLGGIRWGFALPEGSPAKPDYLNLASSAAPLFFSWFAFLISERLSEAIVTVIMGMGVAFHLELFLLPHYPNWFKALRIVVTLLATFSFIITLVVKSSFPEKGHKRPGQV. Result: 1 (interaction).